This data is from Reaction yield outcomes from USPTO patents with 853,638 reactions. The task is: Predict the reaction yield, written as a fraction of the theoretical maximum amount of product (1.0 means a 100% yield; for example, 0.34 means a 34% yield). (1) The reactants are F[C:2]1[CH:9]=[CH:8][CH:7]=[CH:6][C:3]=1[CH:4]=[O:5].C(=O)([O-])[O-].[K+].[K+].[CH3:16][C:17]([SH:20])([CH3:19])[CH3:18]. The catalyst is CN(C=O)C. The product is [C:17]([S:20][C:2]1[CH:9]=[CH:8][CH:7]=[CH:6][C:3]=1[CH:4]=[O:5])([CH3:19])([CH3:18])[CH3:16]. The yield is 0.400. (2) The reactants are [Cl:1][C:2]1[C:10]2[N:9]=[C:8]3[N:11]([C:15]4[CH:20]=[CH:19][C:18]([Cl:21])=[CH:17][C:16]=4[Cl:22])[CH2:12][CH2:13][CH2:14][N:7]3[C:6]=2[C:5]([CH2:23]SCC)=[CH:4][CH:3]=1.Cl[C:28]1C=CC=C(C(OO)=O)[CH:29]=1.[S:38]([O-:42])([O-])(=[O:40])=S.[Na+].[Na+]. The catalyst is C(#N)C. The product is [Cl:1][C:2]1[C:10]2[N:9]=[C:8]3[N:11]([C:15]4[CH:20]=[CH:19][C:18]([Cl:21])=[CH:17][C:16]=4[Cl:22])[CH2:12][CH2:13][CH2:14][N:7]3[C:6]=2[C:5]([CH2:23][S:38]([CH2:28][CH3:29])(=[O:42])=[O:40])=[CH:4][CH:3]=1. The yield is 0.820. (3) The reactants are [CH3:1][C:2]1[CH:7]=[C:6]([N+:8]([O-:10])=[O:9])[C:5](Cl)=[CH:4][C:3]=1[OH:12].[C:13]([NH:16][C:17]1[CH:22]=[CH:21][C:20]([SH:23])=[CH:19][CH:18]=1)(=[O:15])[CH3:14].C(=O)([O-])[O-].[Cs+].[Cs+]. The catalyst is CN(C=O)C.C(OCC)(=O)C. The product is [OH:12][C:3]1[C:2]([CH3:1])=[CH:7][C:6]([N+:8]([O-:10])=[O:9])=[C:5]([S:23][C:20]2[CH:19]=[CH:18][C:17]([NH:16][C:13](=[O:15])[CH3:14])=[CH:22][CH:21]=2)[CH:4]=1. The yield is 0.810. (4) The reactants are [C:1]([O:4][CH2:5][C:6]1[C:11]([N:12]2[CH2:24][CH2:23][C:22]3[N:21]4[C:16]([CH2:17][CH2:18][CH2:19][CH2:20]4)=[CH:15][C:14]=3[C:13]2=[O:25])=[CH:10][C:9]([F:26])=[CH:8][C:7]=1Br)(=[O:3])[CH3:2].[CH3:28][N:29]1[CH:34]=[C:33](B2OC(C)(C)C(C)(C)O2)[CH:32]=[C:31]([NH:44][C:45]2[CH:50]=[CH:49][C:48]([N:51]3[CH2:56][CH2:55][N:54]([CH:57]4[CH2:60][O:59][CH2:58]4)[CH2:53][C@@H:52]3[CH3:61])=[CH:47][N:46]=2)[C:30]1=[O:62].CC(O[Na])=O.[O-]P([O-])([O-])=O.[K+].[K+].[K+]. The catalyst is C1C=CC(P(C2C=CC=CC=2)[C-]2C=CC=C2)=CC=1.C1C=CC(P(C2C=CC=CC=2)[C-]2C=CC=C2)=CC=1.Cl[Pd]Cl.[Fe+2].O.CC#N. The product is [C:1]([O:4][CH2:5][C:6]1[C:11]([N:12]2[CH2:24][CH2:23][C:22]3[N:21]4[C:16]([CH2:17][CH2:18][CH2:19][CH2:20]4)=[CH:15][C:14]=3[C:13]2=[O:25])=[CH:10][C:9]([F:26])=[CH:8][C:7]=1[C:33]1[CH:32]=[C:31]([NH:44][C:45]2[CH:50]=[CH:49][C:48]([N:51]3[CH2:56][CH2:55][N:54]([CH:57]4[CH2:58][O:59][CH2:60]4)[CH2:53][C@@H:52]3[CH3:61])=[CH:47][N:46]=2)[C:30](=[O:62])[N:29]([CH3:28])[CH:34]=1)(=[O:3])[CH3:2]. The yield is 0.410. (5) The reactants are [Br:1][C:2]1[C:14]2[C:13]3[C:8](=[CH:9][C:10]([C:15]([OH:18])([CH3:17])[CH3:16])=[CH:11][CH:12]=3)[NH:7][C:6]=2[C:5]([C:19]([NH2:21])=[O:20])=[CH:4][CH:3]=1.[C:22](O)(C(F)(F)F)=O. The catalyst is CO.C(Cl)Cl. The product is [Br:1][C:2]1[C:14]2[C:13]3[C:8](=[CH:9][C:10]([C:15]([O:18][CH3:22])([CH3:17])[CH3:16])=[CH:11][CH:12]=3)[NH:7][C:6]=2[C:5]([C:19]([NH2:21])=[O:20])=[CH:4][CH:3]=1. The yield is 0.770. (6) The reactants are [CH3:1][O:2][C:3]1[CH:4]=[C:5]2[CH:11]=[N:10][NH:9][C:6]2=[CH:7][N:8]=1.[OH-].[K+].[I:14]I. The catalyst is CN(C=O)C.C(OCC)(=O)C. The product is [I:14][C:11]1[C:5]2[C:6](=[CH:7][N:8]=[C:3]([O:2][CH3:1])[CH:4]=2)[NH:9][N:10]=1. The yield is 0.850. (7) The reactants are [NH2:1][CH2:2][C:3]1[CH:4]=[C:5]([CH:8]=[C:9]([N:11]([CH3:13])[CH3:12])[CH:10]=1)[O:6][CH2+:7].[O:14]1[CH2:16][C@@H:15]1[C@@H:17]([NH:25][C:26](=[O:32])[O:27][C:28]([CH3:31])([CH3:30])[CH3:29])[CH2:18][C:19]1[CH:24]=[CH:23][CH:22]=[CH:21][CH:20]=1. The catalyst is C(Cl)Cl. The product is [CH3:13][N:11]([CH3:12])[C:9]1[CH:10]=[C:3]([CH:4]=[C:5]([O:6][CH3:7])[CH:8]=1)[CH2:2][NH:1][CH2:16][C@@H:15]([OH:14])[C@@H:17]([NH:25][C:26](=[O:32])[O:27][C:28]([CH3:30])([CH3:29])[CH3:31])[CH2:18][C:19]1[CH:24]=[CH:23][CH:22]=[CH:21][CH:20]=1. The yield is 0.540. (8) The reactants are [CH2:1]([N:4]1[CH2:11][CH:10]2[C:6]([C:12]3[S:13][C:14]([F:17])=[CH:15][CH:16]=3)([NH:7][O:8][CH2:9]2)[CH2:5]1)[CH:2]=[CH2:3].[C:18]([N:26]=[C:27]=[S:28])(=[O:25])[C:19]1[CH:24]=[CH:23][CH:22]=[CH:21][CH:20]=1. The catalyst is O1CCCC1. The product is [CH2:1]([N:4]1[CH2:11][CH:10]2[C:6]([C:12]3[S:13][C:14]([F:17])=[CH:15][CH:16]=3)([N:7]([C:27]([NH:26][C:18](=[O:25])[C:19]3[CH:20]=[CH:21][CH:22]=[CH:23][CH:24]=3)=[S:28])[O:8][CH2:9]2)[CH2:5]1)[CH:2]=[CH2:3]. The yield is 1.00. (9) The reactants are [C:1]([C:5]1[CH:6]=[C:7]([C:11]2([NH:22][C:23](=[O:29])[O:24][C:25]([CH3:28])([CH3:27])[CH3:26])[CH2:16][CH2:15][C:14](=O)/[C:13](=[CH:18]/[N:19](C)C)/[CH2:12]2)[CH:8]=[CH:9][CH:10]=1)([CH3:4])([CH3:3])[CH3:2].O.[NH2:31]N. The catalyst is C(O)C. The product is [C:1]([C:5]1[CH:6]=[C:7]([C:11]2([NH:22][C:23](=[O:29])[O:24][C:25]([CH3:26])([CH3:27])[CH3:28])[CH2:16][CH2:15][C:14]3[C:13](=[CH:18][NH:19][N:31]=3)[CH2:12]2)[CH:8]=[CH:9][CH:10]=1)([CH3:3])([CH3:2])[CH3:4]. The yield is 0.670.